From a dataset of Experimentally validated miRNA-target interactions with 360,000+ pairs, plus equal number of negative samples. Binary Classification. Given a miRNA mature sequence and a target amino acid sequence, predict their likelihood of interaction. (1) The miRNA is hsa-miR-6783-3p with sequence UUCCUGGGCUUCUCCUCUGUAG. The protein sequence of the target gene is MPADVNLSQKPQVLGPEKQDGSCEASVSFEDVTVDFSREEWQQLDPAQRCLYRDVMLELYSHLFAVGYHIPNPEVIFRMLKEKEPRVEEAEVSHQRCQEREFGLEIPQKEISKKASFQKDMVGEFTRDGSWCSILEELRLDADRTKKDEQNQIQPMSHSAFFNKKTLNTESNCEYKDPGKMIRTRPHLASSQKQPQKCCLFTESLKLNLEVNGQNESNDTEQLDDVVGSGQLFSHSSSDACSKNIHTGETFCKGNQCRKVCGHKQSLKQHQIHTQKKPDGCSECGGSFTQKSHLFAQQRI.... Result: 1 (interaction). (2) The miRNA is mmu-miR-3470b with sequence UCACUCUGUAGACCAGGCUGG. The protein sequence of the target gene is MSDGDYDYLIKFLALGDSGVGKTSVLYQYTDGKFNSKFITTVGIDFREKRVVYRANGPDGAVGRGQRIHLQLWDTAGQERFRSLTTAFFRDAMGFLLLFDLTNEQSFLNVRNWISQLQMHAYCENPDIVLCGNKSDLEDQRAVKEEEARELAEKYGIPYFETSAANGTNISHAIEMLLDLIMKRMERCVDKSWIPEGVVRSNGHTSADQLSEEKEKGLCGC. Result: 1 (interaction). (3) The miRNA is hsa-miR-450b-5p with sequence UUUUGCAAUAUGUUCCUGAAUA. The protein sequence of the target gene is MSTASSSSSSSSSQTPHPPSQRMRRSAAGSPPAVAAAGSGNGAGGGGGVGCAPAAGAGRLLQPIRATVPYQLLRGSQHSPTRPPVAAAAASLGSLPGPGAARGPSPSSPTPPAAAAPAEQAPRAKGRPRRSPESHRRSSSPERRSPGSPVCRADKAKSQQVRTSSTIRRTSSLDTITGPYLTGQWPRDPHVHYPSCMKDKATQTPSCWAEEGAEKRSHQRSASWGSADQLKEQIAKLRQQLQRSKQSSRHSKEKDRQSPLHGNHITISHTQATGSRSVPMPLSNISVPKSSVSRVPCNVE.... Result: 1 (interaction). (4) The miRNA is hsa-miR-6846-5p with sequence UGGGGGCUGGAUGGGGUAGAGU. The protein sequence of the target gene is MEMDEDPDNLPAQGQGNIIITKYEQGHRAGAAVDLGHEQVDVRKYTNNLGIVHEMELPRVSALEVKQRRKESKRTNKWQKMLADWTKYRSTKKLSQRVCKVIPLAVRGRALSLLLDIDKIKSQNPGKYKVMKEKGKRSSRIIHCIQLDVSHTLQKHMMFIQRFGVKQQELCDILVAYSAYNPVSIPGQRYSWYLCPYSQAWVSLGGVATS. Result: 1 (interaction). (5) The miRNA is hsa-miR-1252-3p with sequence CAAAUGAGCUUAAUUUCCUUUU. The protein sequence of the target gene is MCPEEGGAAGLGELRSWWEVPAIAHFCSLFRTAFRLPDFEIEELEAALHRDDVEFISDLIACLLQGCYQRRDITPQTFHSYLEDIINYRWELEEGKPNPLREASFQDLPLRTRVEILHRLCDYRLDADDVFDLLKGLDADSLRVEPLGEDNSGALYWYFYGTRMYKEDPVQGRSNGELSLCRESERQKNVSNVPGKTGKRRGRPPKRKKLQEEIISSEKQEENSLTSDLQTRNGSRGPGQGTWWLLCQTEEEWRQVTESFRERTSLRERQLYKLLSEDFLPEICNMIAQKGKRPQRTKPE.... Result: 0 (no interaction). (6) The miRNA is hsa-miR-302c-3p with sequence UAAGUGCUUCCAUGUUUCAGUGG. The protein sequence of the target gene is MSNNLRRVFLKPAEENSGNASRCVSGCMYQVVQTIGSDGKNLLQLLPIPKSSGNLIPLVQSSVMSDALKGNTGKPVQVTFQTQISSSSTSASVQLPIFQPASSSNYFLTRTVDTSEKGRVTSVGTGNFSSSVSKVQSHGVKIDGLTMQTFAVPPSTQKDSSFIVVNTQSLPVTVKSPVLPSGHHLQIPAHAEVKSVPASSLPPSVQQKILATATTSTSGMVEASQMPTVIYVSPVNTVKNVVTKNFQNIYPKPVTEIAKPVILNTTQIPKNVATETQLKGGQHSQAAPVKWIFQDNLQPF.... Result: 1 (interaction). (7) The miRNA is hsa-miR-596 with sequence AAGCCUGCCCGGCUCCUCGGG. The protein sequence of the target gene is MEEAELVKGRLQAITDKRKIQEEISQKRLKIEEEKLKHQHLKKKALREKWLLDGIGSGKEHEEMRKQNQQDQHQTQVLEQSILRLEKEIQDLEKAELQISANEEAILKKLKSIEKTTEDIIRSVKVEKEENPEESIEDIYANIPDLPSSYIPSRLRKERNEGPDDEQNRKALYAMEIKVEKDLKTGESVVLSSIPLPSDDFKSTGIKVYEDRQKSVYAVSSNQNTTYNGTDGLAPVEVEDLLRQASERNSKSPTEYHEPVYANPFCRPVTPQRERVISPGPNFQERIMMKTNGLGNHANE.... Result: 0 (no interaction). (8) The miRNA is mmu-miR-5125 with sequence UCUGCCUGGGAUUUCCUUGU. The protein sequence of the target gene is MDTEREALQCTAYPEVQSFCQRHGLAFEVVDLRWGIPNTQATDYLTTELCLEELERCQKTSIGPAFVALLGDQYGPCPVPRRIEEKEWEALRAQLTSRPRDLELVTRHFQRDDNTIPPTYVLQPSGSLVVPGPEEATLTSVLRGGAQEAWRLGLISQEQWMCYHRSVIEWEIELGLLSSARGDQGATVFLRDVQDLNKHILDDCSLKMVDRLVDGCLDTNAQSLLSGLKGRILDAQPGALKSHHLSWSRDLVNPKNKAHARYLKQLSEQFVARTNHQVLEQLRELELARQELGWLYQEIR.... Result: 1 (interaction). (9) The miRNA is hsa-miR-548b-5p with sequence AAAAGUAAUUGUGGUUUUGGCC. The protein sequence of the target gene is MVLTMASQDVQNFFQPLSSWLSRVYEALQQAGDALSASLVLLSKHDSALSDKPEQDLDAAQIQQTYLEDEEQDHDGSPEEASSLFLEEDHFSLSNSDLQDSVQTASPTLGQQAEDSSSVIPPWPSKIPGAPKPQPVLSSIAEEDHHSERQRCGRQHGSGTLEKVNGRKQVNSFGDDEEPSTSSESDEDVTKQFKISVSRSQSFRSGVSEKGKTTELEQKIKCKRLLCTHQEDSAEGSACEDLDRTSQLSYSEILSYEDRPISILPQSPFESRNVRHHGPCRPEMGMVRSLGRPCADGVLE.... Result: 0 (no interaction). (10) The miRNA is hsa-miR-135a-3p with sequence UAUAGGGAUUGGAGCCGUGGCG. The protein sequence of the target gene is MTARFRLPAGRTYNVRASELARDRQHTEVVCNILLLDNTVQAFRVNKHDQGQVLLDIVFKHLDLTERDYFGLQLADDSTDNPRWLDPNKPIRKQLKRGSPYNLNFRVKFFVSDPNKLQEEYTRYQYFLQIKQDILTGRLSCPCNTAALLASFAVQSELGDYNQSENLAGYLSDYSFIPNQPQDFEKEIAKLHQQHVGLSPAEAEFNYLNAARTLELYGVEFHYARDQSNNEILIGVMSGGILIYKNRVRMNTFLWLKIVKISFKCKQFFIQLRKELHESRETLLGFNMVNYRACKTLWKA.... Result: 0 (no interaction).